The task is: Predict which catalyst facilitates the given reaction.. This data is from Catalyst prediction with 721,799 reactions and 888 catalyst types from USPTO. (1) Reactant: [Cl:1][C:2]1[C:7]([OH:8])=[CH:6][CH:5]=[CH:4][N:3]=1.O.Cl[C:11]([F:16])([F:15])C([O-])=O.[Na+].C(=O)([O-])[O-].[K+].[K+]. Product: [Cl:1][C:2]1[C:7]([O:8][CH:11]([F:16])[F:15])=[CH:6][CH:5]=[CH:4][N:3]=1. The catalyst class is: 3. (2) Reactant: [Br:1][C:2]1[CH:24]=[CH:23][C:5]2[N:6]([C:19]([CH3:22])([CH3:21])[CH3:20])[C:7]([C:9]3[CH:18]=[CH:17][CH:16]=[CH:15][C:10]=3[C:11]([NH:13][NH2:14])=[O:12])=[N:8][C:4]=2[CH:3]=1.C(N(CC)CC)C.C1N=CN([C:37](N2C=NC=C2)=[O:38])C=1. Product: [Br:1][C:2]1[CH:24]=[CH:23][C:5]2[N:6]([C:19]([CH3:20])([CH3:21])[CH3:22])[C:7]([C:9]3[CH:18]=[CH:17][CH:16]=[CH:15][C:10]=3[C:11]3[O:12][C:37](=[O:38])[NH:14][N:13]=3)=[N:8][C:4]=2[CH:3]=1. The catalyst class is: 387. (3) Reactant: [CH3:1][C:2]1[S:6][C:5]2[C:7](=O)[CH:8]([CH:10]([CH3:12])[CH3:11])[CH2:9][C:4]=2[C:3]=1[C:14]1[CH:19]=[CH:18][CH:17]=[CH:16][CH:15]=1.[H-].[H-].[H-].[H-].[Li+].[Al+3].O. Product: [CH:10]([C:8]1[CH2:7][C:5]2[S:6][C:2]([CH3:1])=[C:3]([C:14]3[CH:15]=[CH:16][CH:17]=[CH:18][CH:19]=3)[C:4]=2[CH:9]=1)([CH3:12])[CH3:11]. The catalyst class is: 28. (4) Reactant: C(OC([NH:8][C@H:9]([CH2:29][C:30]1[CH:35]=[CH:34][C:33]([O:36][CH3:37])=[CH:32][CH:31]=1)[C:10]([N:12]1[CH2:17][CH2:16][C:15]([CH:23]2[CH2:28][CH2:27][CH2:26][CH2:25][CH2:24]2)([C:18]([O:20][CH2:21][CH3:22])=[O:19])[CH2:14][CH2:13]1)=[O:11])=O)(C)(C)C.FC(F)(F)C(O)=O. Product: [NH2:8][C@H:9]([CH2:29][C:30]1[CH:35]=[CH:34][C:33]([O:36][CH3:37])=[CH:32][CH:31]=1)[C:10]([N:12]1[CH2:17][CH2:16][C:15]([CH:23]2[CH2:28][CH2:27][CH2:26][CH2:25][CH2:24]2)([C:18]([O:20][CH2:21][CH3:22])=[O:19])[CH2:14][CH2:13]1)=[O:11]. The catalyst class is: 2. (5) Reactant: [CH3:1][O:2][C:3](=[O:13])[C:4]1[C:9]([Br:10])=[CH:8][C:7]([Br:11])=[CH:6][C:5]=1[NH2:12].[CH2:14]([N:21]=[C:22]=[O:23])[C:15]1[CH:20]=[CH:19][CH:18]=[CH:17][CH:16]=1. Product: [CH3:1][O:2][C:3](=[O:13])[C:4]1[C:9]([Br:10])=[CH:8][C:7]([Br:11])=[CH:6][C:5]=1[NH:12][C:22]([NH:21][CH2:14][C:15]1[CH:20]=[CH:19][CH:18]=[CH:17][CH:16]=1)=[O:23]. The catalyst class is: 2. (6) Product: [ClH:21].[ClH:21].[N:1]1[CH:6]=[CH:5][CH:4]=[C:3]([CH2:7][N:8]2[CH2:13][CH2:12][NH:11][CH2:10][CH2:9]2)[CH:2]=1. Reactant: [N:1]1[CH:6]=[CH:5][CH:4]=[C:3]([CH2:7][N:8]2[CH2:13][CH2:12][N:11](C(OC(C)(C)C)=O)[CH2:10][CH2:9]2)[CH:2]=1.[ClH:21]. The catalyst class is: 169.